Predict which catalyst facilitates the given reaction. From a dataset of Catalyst prediction with 721,799 reactions and 888 catalyst types from USPTO. (1) Reactant: [OH:1][C:2]1[C:9]([N+:10]([O-:12])=[O:11])=[CH:8][C:5]([CH:6]=[O:7])=[CH:4][C:3]=1[O:13]C.Br.CCOC(C)=O. Product: [OH:13][C:3]1[CH:4]=[C:5]([CH:8]=[C:9]([N+:10]([O-:12])=[O:11])[C:2]=1[OH:1])[CH:6]=[O:7]. The catalyst class is: 15. (2) Reactant: [CH2:1]([O:3][C:4](=[O:30])[CH2:5][CH2:6][C:7]1[N:8]([C:20]2[CH:28]=[CH:27][C:23]([C:24](O)=[O:25])=[CH:22][C:21]=2[CH3:29])[C:9]([C:12]2[CH:17]=[CH:16][C:15]([O:18][CH3:19])=[CH:14][CH:13]=2)=[CH:10][CH:11]=1)[CH3:2].[CH3:31][N:32](C(ON1N=NC2C=CC=CC1=2)=[N+](C)C)C.[B-](F)(F)(F)F.C1C=CC(P(N=[N+]=[N-])(C2C=CC=CC=2)=O)=CC=1.Cl.CNC. Product: [CH3:19][O:18][C:15]1[CH:16]=[CH:17][C:12]([C:9]2[N:8]([C:20]3[CH:28]=[CH:27][C:23]([C:24](=[O:25])[NH:32][CH3:31])=[CH:22][C:21]=3[CH3:29])[C:7]([CH2:6][CH2:5][C:4]([O:3][CH2:1][CH3:2])=[O:30])=[CH:11][CH:10]=2)=[CH:13][CH:14]=1. The catalyst class is: 91. (3) Reactant: [Cl:1][C:2]1[CH:7]=[CH:6][CH:5]=[C:4]([CH2:8][CH3:9])[C:3]=1[CH:10]([C:12]1[N:13]=[CH:14][N:15](C(C2C=CC=CC=2)(C2C=CC=CC=2)C2C=CC=CC=2)[CH:16]=1)O.C([SiH](CC)CC)C.FC(F)(F)C(O)=O. Product: [Cl:1][C:2]1[CH:7]=[CH:6][CH:5]=[C:4]([CH2:8][CH3:9])[C:3]=1[CH2:10][C:12]1[N:13]=[CH:14][NH:15][CH:16]=1. The catalyst class is: 4. (4) Reactant: [F:1][C:2]1[CH:3]=[C:4]([CH:16]=[CH:17][C:18]=1[F:19])[CH2:5][NH:6][C:7](=[O:15])[CH2:8][C:9](=[O:14])[C:10]([CH3:13])([CH3:12])[CH3:11].F[C:21]1[CH:31]=[CH:30][C:24]([C:25]([O:27][CH2:28][CH3:29])=[O:26])=[CH:23][C:22]=1[N+:32]([O-:34])=[O:33].C([O-])([O-])=O.[K+].[K+]. Product: [F:1][C:2]1[CH:3]=[C:4]([CH:16]=[CH:17][C:18]=1[F:19])[CH2:5][NH:6][C:7](=[O:15])[CH:8]([C:21]1[CH:31]=[CH:30][C:24]([C:25]([O:27][CH2:28][CH3:29])=[O:26])=[CH:23][C:22]=1[N+:32]([O-:34])=[O:33])[C:9](=[O:14])[C:10]([CH3:13])([CH3:12])[CH3:11]. The catalyst class is: 197. (5) Reactant: [CH3:1][O:2][C:3](=[O:15])[CH2:4][C:5]1[C:13]2[C:8](=C[CH:10]=[CH:11][CH:12]=2)[NH:7][C:6]=1[CH3:14].[Na+].[I-].[H-].[Na+].Br[CH2:21][CH2:22][C:23]1[CH:28]=[CH:27][CH:26]=[CH:25][CH:24]=1.CC[N:31](C(C)C)C(C)C. Product: [CH3:1][O:2][C:3](=[O:15])[CH2:4][C:5]1[C:13]2[C:8](=[N:31][CH:10]=[CH:11][CH:12]=2)[N:7]([CH2:21][CH2:22][C:23]2[CH:28]=[CH:27][CH:26]=[CH:25][CH:24]=2)[C:6]=1[CH3:14]. The catalyst class is: 3. (6) Reactant: [Cl:1][C:2]1[CH:45]=[C:44]([Cl:46])[CH:43]=[CH:42][C:3]=1[O:4][C:5]1[CH:41]=[CH:40][CH:39]=[CH:38][C:6]=1[CH2:7][O:8][CH2:9][CH:10]1[CH2:37][CH2:36][C:13]2[N:14](C(C3C=CC=CC=3)(C3C=CC=CC=3)C3C=CC=CC=3)[CH:15]=[N:16][C:12]=2[CH2:11]1.ClC1C=C(Cl)C=CC=1OC1C=CC=CC=1COCC1CCC2N=CN(C(C3C=CC=CC=3)(C3C=CC=CC=3)C3C=CC=CC=3)C=2C1.C(O)(=O)C. Product: [Cl:1][C:2]1[CH:45]=[C:44]([Cl:46])[CH:43]=[CH:42][C:3]=1[O:4][C:5]1[CH:41]=[CH:40][CH:39]=[CH:38][C:6]=1[CH2:7][O:8][CH2:9][CH:10]1[CH2:37][CH2:36][C:13]2[NH:14][CH:15]=[N:16][C:12]=2[CH2:11]1. The catalyst class is: 6. (7) Reactant: C(OC(=O)[NH:7][CH2:8][C:9]1[O:10][CH:11]=[C:12]([Br:14])[CH:13]=1)(C)(C)C.[F:16][C:17]([F:22])([F:21])[C:18]([OH:20])=[O:19]. Product: [F:16][C:17]([F:22])([F:21])[C:18]([OH:20])=[O:19].[Br:14][C:12]1[CH:13]=[C:9]([CH2:8][NH2:7])[O:10][CH:11]=1. The catalyst class is: 4. (8) Reactant: [NH2:1][C:2]1[C:11]([N+:12]([O-])=O)=[CH:10][CH:9]=[C:8]([O:15][CH3:16])[C:3]=1[C:4]([O:6][CH3:7])=[O:5].[H][H].[Cl:19][C:20]([Cl:26])([Cl:25])[C:21](=N)OC. Product: [CH3:16][O:15][C:8]1[CH:9]=[CH:10][C:11]2[NH:12][C:21]([C:20]([Cl:26])([Cl:25])[Cl:19])=[N:1][C:2]=2[C:3]=1[C:4]([O:6][CH3:7])=[O:5]. The catalyst class is: 285. (9) Reactant: [F:1][C:2]1[C:20]([F:21])=[CH:19][C:5]([C:6]([NH:8][C:9]2[NH:13][N:12]=[C:11]([C:14]([O:16]CC)=[O:15])[CH:10]=2)=[O:7])=[C:4]([CH3:22])[CH:3]=1.[OH-].[Na+].Cl.O. Product: [F:1][C:2]1[C:20]([F:21])=[CH:19][C:5]([C:6]([NH:8][C:9]2[NH:13][N:12]=[C:11]([C:14]([OH:16])=[O:15])[CH:10]=2)=[O:7])=[C:4]([CH3:22])[CH:3]=1. The catalyst class is: 8.